Predict the reactants needed to synthesize the given product. From a dataset of Full USPTO retrosynthesis dataset with 1.9M reactions from patents (1976-2016). Given the product [Cl:1][C:2]1[CH:11]=[C:10]2[C:5]([C:6](=[O:24])[CH:7]([C:19]([OH:21])=[O:20])[C:8](=[O:18])[N:9]2[C:12]2[CH:13]=[N:14][CH:15]=[CH:16][CH:17]=2)=[CH:4][C:3]=1[NH:25][C:26]1[C:31]([F:32])=[CH:30][C:29]([F:33])=[CH:28][C:27]=1[Cl:34], predict the reactants needed to synthesize it. The reactants are: [Cl:1][C:2]1[CH:11]=[C:10]2[C:5]([C:6](=[O:24])[CH:7]([C:19]([O:21]CC)=[O:20])[C:8](=[O:18])[N:9]2[C:12]2[CH:13]=[N:14][CH:15]=[CH:16][CH:17]=2)=[CH:4][C:3]=1[NH:25][C:26]1[C:31]([F:32])=[CH:30][C:29]([F:33])=[CH:28][C:27]=1[Cl:34].Cl.